From a dataset of Forward reaction prediction with 1.9M reactions from USPTO patents (1976-2016). Predict the product of the given reaction. (1) Given the reactants [CH3:1][O:2][C:3]1[CH:27]=[CH:26][C:6]([CH2:7][O:8][C:9]2[C:18]3[C:13](=[CH:14][CH:15]=[C:16]([C:19]([F:22])([F:21])[F:20])[CH:17]=3)[N:12]=[C:11]([C:23]([NH2:25])=O)[CH:10]=2)=[CH:5][CH:4]=1.FC(F)(F)C(OC(=O)C(F)(F)F)=O, predict the reaction product. The product is: [CH3:1][O:2][C:3]1[CH:4]=[CH:5][C:6]([CH2:7][O:8][C:9]2[C:18]3[C:13](=[CH:14][CH:15]=[C:16]([C:19]([F:22])([F:21])[F:20])[CH:17]=3)[N:12]=[C:11]([C:23]#[N:25])[CH:10]=2)=[CH:26][CH:27]=1. (2) The product is: [NH:1]1[C:9]2[C:4](=[C:5]([C:10]3[CH:18]=[C:17]4[C:13]([CH:14]=[N:15][NH:16]4)=[C:12]([N:19]4[CH2:28][C:20]5[C:21](=[CH:22][CH:23]=[CH:24][CH:25]=5)[C:26]4=[O:27])[CH:11]=3)[CH:6]=[CH:7][CH:8]=2)[CH:3]=[CH:2]1. Given the reactants [NH:1]1[C:9]2[C:4](=[C:5]([C:10]3[CH:11]=[C:12]([NH2:19])[C:13]4[CH:14]=[N:15][NH:16][C:17]=4[CH:18]=3)[CH:6]=[CH:7][CH:8]=2)[CH:3]=[CH:2]1.[C:20]1([CH:28]=O)[C:21]([CH:26]=[O:27])=[CH:22][CH:23]=[CH:24][CH:25]=1, predict the reaction product. (3) Given the reactants C[Si]([N-][Si](C)(C)C)(C)C.[Na+].[C:11]([N:19]1[CH2:24][CH2:23][N:22]([C:25](=[O:29])[CH2:26][C:27]#[N:28])[C@H:21]([CH3:30])[CH2:20]1)(=[O:18])[C:12]1[CH:17]=[CH:16][CH:15]=[CH:14][CH:13]=1.Cl[C:32]1[S:33][C:34]2[CH:40]=[CH:39][CH:38]=[CH:37][C:35]=2[N:36]=1, predict the reaction product. The product is: [C:11]([N:19]1[CH2:24][CH2:23][N:22]([C:25](=[O:29])[CH:26]([C:32]2[S:33][C:34]3[CH:40]=[CH:39][CH:38]=[CH:37][C:35]=3[N:36]=2)[C:27]#[N:28])[C@H:21]([CH3:30])[CH2:20]1)(=[O:18])[C:12]1[CH:17]=[CH:16][CH:15]=[CH:14][CH:13]=1. (4) The product is: [CH2:30]([O:33][C:34]1[CH:43]=[CH:42][C:37]([C:38]2[N:40]=[C:15]([C:13]3[N:14]=[C:3]4[C:2]([Cl:1])=[CH:7][C:6]([C:8]([F:9])([F:10])[F:11])=[CH:5][N:4]4[CH:12]=3)[O:17][N:39]=2)=[C:36]([Cl:44])[CH:35]=1)[CH:31]=[CH2:32]. Given the reactants [Cl:1][C:2]1[C:3]2[N:4]([CH:12]=[C:13]([C:15]([OH:17])=O)[N:14]=2)[CH:5]=[C:6]([C:8]([F:11])([F:10])[F:9])[CH:7]=1.CCN=C=NCCCN(C)C.Cl.[CH2:30]([O:33][C:34]1[CH:43]=[CH:42][C:37]([C:38](=[N:40]O)[NH2:39])=[C:36]([Cl:44])[CH:35]=1)[CH:31]=[CH2:32], predict the reaction product.